From a dataset of HIV replication inhibition screening data with 41,000+ compounds from the AIDS Antiviral Screen. Binary Classification. Given a drug SMILES string, predict its activity (active/inactive) in a high-throughput screening assay against a specified biological target. (1) The drug is Cc1ccc2c(C=Cc3ccc(N(C)C)cc3)ccc(C(C)C)cc1-2. The result is 0 (inactive). (2) The drug is CCOC(=O)Cc1cc(=O)oc2cc(O)ccc12. The result is 0 (inactive).